Dataset: Reaction yield outcomes from USPTO patents with 853,638 reactions. Task: Predict the reaction yield, written as a fraction of the theoretical maximum amount of product (1.0 means a 100% yield; for example, 0.34 means a 34% yield). (1) The reactants are OC1C=C(N[C:9]2[N:14]=[C:13]([NH:15][C:16]3[CH:21]=[CH:20][CH:19]=[C:18]([OH:22])[CH:17]=3)[C:12]([F:23])=[CH:11][N:10]=2)C=CC=1.[OH:24][C:25]1[C:26]([CH3:32])=[C:27]([CH:29]=[CH:30][CH:31]=1)[NH2:28].Cl[C:34]1N=C(Cl)C(F)=CN=1. No catalyst specified. The product is [OH:24][C:25]1[C:26]([CH3:32])=[C:27]([NH:28][C:9]2[N:14]=[C:13]([NH:15][C:16]3[CH:21]=[CH:20][CH:19]=[C:18]([OH:22])[C:17]=3[CH3:34])[C:12]([F:23])=[CH:11][N:10]=2)[CH:29]=[CH:30][CH:31]=1. The yield is 0.880. (2) The reactants are [CH3:1][CH:2]([CH3:30])[CH2:3][C@H:4]([NH:22]C(=O)OC(C)(C)C)[CH2:5][O:6][C:7]1[CH:8]=[CH:9][C:10]2[C:19]3[C:14](=[CH:15][N:16]=[CH:17][CH:18]=3)[C:13](=[O:20])[NH:12][C:11]=2[CH:21]=1.Cl. The catalyst is ClCCl. The product is [NH2:22][C@@H:4]([CH2:3][CH:2]([CH3:30])[CH3:1])[CH2:5][O:6][C:7]1[CH:8]=[CH:9][C:10]2[C:19]3[C:14](=[CH:15][N:16]=[CH:17][CH:18]=3)[C:13](=[O:20])[NH:12][C:11]=2[CH:21]=1. The yield is 0.490. (3) The reactants are Cl[C:2]1[C:7]([O:8][CH3:9])=[CH:6][C:5]([N+:10]([O-:12])=[O:11])=[C:4]([O:13][CH3:14])[CH:3]=1.C([O-])([O-])=O.[K+].[K+].[F:21][CH2:22][CH2:23][N:24]1[CH2:29][CH2:28][N:27]([CH:30]2[CH2:35][CH2:34][NH:33][CH2:32][CH2:31]2)[CH2:26][CH2:25]1.O. The catalyst is CS(C)=O. The product is [CH3:9][O:8][C:7]1[CH:6]=[C:5]([N+:10]([O-:12])=[O:11])[C:4]([O:13][CH3:14])=[CH:3][C:2]=1[N:33]1[CH2:32][CH2:31][CH:30]([N:27]2[CH2:26][CH2:25][N:24]([CH2:23][CH2:22][F:21])[CH2:29][CH2:28]2)[CH2:35][CH2:34]1. The yield is 0.750. (4) The reactants are [CH3:1][O:2][C:3]([C:6]1[CH:14]=[CH:13][C:9]([C:10]([OH:12])=O)=[CH:8][CH:7]=1)([CH3:5])[CH3:4].F[P-](F)(F)(F)(F)F.N1(OC(N(C)C)=[N+](C)C)C2N=CC=CC=2N=N1.C(N(CC)CC)C.[NH2:46][CH2:47][C:48]1[C:49]([OH:56])=[N:50][C:51]([CH3:55])=[CH:52][C:53]=1[CH3:54]. The catalyst is ClCCl. The product is [OH:56][C:49]1[C:48]([CH2:47][NH:46][C:10](=[O:12])[C:9]2[CH:8]=[CH:7][C:6]([C:3]([O:2][CH3:1])([CH3:4])[CH3:5])=[CH:14][CH:13]=2)=[C:53]([CH3:54])[CH:52]=[C:51]([CH3:55])[N:50]=1. The yield is 0.610. (5) The reactants are Br[C:2]1[CH:3]=[C:4]([C:8]2[CH:21]=[CH:20][C:19]3[C:10](=[C:11]([C:28]4[CH:33]=[CH:32][CH:31]=[CH:30][CH:29]=4)[C:12]4[C:17]([C:18]=3[C:22]3[CH:27]=[CH:26][CH:25]=[CH:24][CH:23]=3)=[CH:16][CH:15]=[CH:14][CH:13]=4)[CH:9]=2)[CH:5]=[CH:6][CH:7]=1.[CH:34]1[C:42]2[C:41]3[CH:43]=[CH:44][CH:45]=[CH:46][C:40]=3[S:39][C:38]=2[C:37]([C:47]2[CH:48]=[CH:49][C:50]3[NH:51][C:52]4[C:57]([C:58]=3[CH:59]=2)=[CH:56][CH:55]=[CH:54][CH:53]=4)=[CH:36][CH:35]=1.CC(C)([O-])C.[Na+].C(P(C(C)(C)C)C(C)(C)C)(C)(C)C. The yield is 0.700. The product is [CH:34]1[C:42]2[C:41]3[CH:43]=[CH:44][CH:45]=[CH:46][C:40]=3[S:39][C:38]=2[C:37]([C:47]2[CH:48]=[CH:49][C:50]3[N:51]([C:6]4[CH:7]=[CH:2][CH:3]=[C:4]([C:8]5[CH:21]=[CH:20][C:19]6[C:10](=[C:11]([C:28]7[CH:33]=[CH:32][CH:31]=[CH:30][CH:29]=7)[C:12]7[C:17]([C:18]=6[C:22]6[CH:27]=[CH:26][CH:25]=[CH:24][CH:23]=6)=[CH:16][CH:15]=[CH:14][CH:13]=7)[CH:9]=5)[CH:5]=4)[C:52]4[C:57]([C:58]=3[CH:59]=2)=[CH:56][CH:55]=[CH:54][CH:53]=4)=[CH:36][CH:35]=1. The catalyst is C1C=CC(/C=C/C(/C=C/C2C=CC=CC=2)=O)=CC=1.C1C=CC(/C=C/C(/C=C/C2C=CC=CC=2)=O)=CC=1.[Pd].CCCCCC.C1(C)C=CC=CC=1. (6) The reactants are C[Si](Br)(C)C.C([O:8][P:9]([CH2:14][CH2:15][NH:16][C:17](=[O:21])[C:18](C)=[CH2:19])([O:11]CC)=[O:10])C. The catalyst is C(Cl)Cl. The product is [OH:10][P:9]([CH2:14][CH2:15][NH:16][C:17](=[O:21])[CH:18]=[CH2:19])([OH:11])=[O:8]. The yield is 0.980.